This data is from Catalyst prediction with 721,799 reactions and 888 catalyst types from USPTO. The task is: Predict which catalyst facilitates the given reaction. (1) Reactant: [F:1][C:2]1[CH:3]=[C:4]([C:9]2[C:10]([CH2:19][OH:20])=[CH:11][CH:12]=[C:13]3[C:18]=2[N:17]=[CH:16][CH:15]=[CH:14]3)[CH:5]=[C:6]([F:8])[CH:7]=1.I(C1C=CC=CC=1C(O)=O)(=O)=O.CS(C)=O. Product: [F:8][C:6]1[CH:5]=[C:4]([C:9]2[C:10]([CH:19]=[O:20])=[CH:11][CH:12]=[C:13]3[C:18]=2[N:17]=[CH:16][CH:15]=[CH:14]3)[CH:3]=[C:2]([F:1])[CH:7]=1. The catalyst class is: 13. (2) Reactant: [Cl:1][C:2]1[CH:7]=[CH:6][C:5]([C:8]2[O:12][C:11]([C:13]([O:15]CC)=O)=[N:10][N:9]=2)=[CH:4][CH:3]=1.[C-]#N.[Na+].Cl.[OH:22][CH:23]1[CH2:26][NH:25][CH2:24]1.C(N(CC)CC)C. Product: [Cl:1][C:2]1[CH:3]=[CH:4][C:5]([C:8]2[O:12][C:11]([C:13]([N:25]3[CH2:26][CH:23]([OH:22])[CH2:24]3)=[O:15])=[N:10][N:9]=2)=[CH:6][CH:7]=1. The catalyst class is: 24. (3) Reactant: [Cl:1][C:2]1[CH:27]=[CH:26][C:25](B2OC(C)(C)C(C)(C)O2)=[CH:24][C:3]=1[C:4]([NH:6][C:7]1[N:11]([C:12]2[CH:17]=[CH:16][CH:15]=[CH:14][CH:13]=2)[N:10]=[C:9]([C:18]([NH:20][CH:21]2[CH2:23][CH2:22]2)=[O:19])[CH:8]=1)=[O:5].O1CCOCC1.Br[C:44]1[C:49]([F:50])=[CH:48][CH:47]=[CH:46][N:45]=1.C([O-])([O-])=O.[Na+].[Na+]. Product: [Cl:1][C:2]1[CH:27]=[CH:26][C:25]([C:44]2[C:49]([F:50])=[CH:48][CH:47]=[CH:46][N:45]=2)=[CH:24][C:3]=1[C:4]([NH:6][C:7]1[N:11]([C:12]2[CH:13]=[CH:14][CH:15]=[CH:16][CH:17]=2)[N:10]=[C:9]([C:18]([NH:20][CH:21]2[CH2:23][CH2:22]2)=[O:19])[CH:8]=1)=[O:5]. The catalyst class is: 587. (4) Reactant: [Br:1][C:2]1[CH:7]=[CH:6][N:5]=[C:4](F)[CH:3]=1.O.[NH2:10][NH2:11]. Product: [Br:1][C:2]1[CH:7]=[CH:6][N:5]=[C:4]([NH:10][NH2:11])[CH:3]=1. The catalyst class is: 8. (5) Product: [CH2:1]([O:8][C:9]([N:11]1[CH2:16][CH2:15][CH:14]([C:17]2[CH:18]=[CH:27][C:26]3[C:21](=[N:22][CH:23]=[CH:24][CH:25]=3)[N:20]=2)[CH2:13][CH2:12]1)=[O:10])[C:2]1[CH:7]=[CH:6][CH:5]=[CH:4][CH:3]=1. Reactant: [CH2:1]([O:8][C:9]([N:11]1[CH2:16][CH2:15][CH:14]([C:17](=O)[CH3:18])[CH2:13][CH2:12]1)=[O:10])[C:2]1[CH:7]=[CH:6][CH:5]=[CH:4][CH:3]=1.[NH2:20][C:21]1[C:26]([CH:27]=O)=[CH:25][CH:24]=[CH:23][N:22]=1.N1CCC[C@H]1C(O)=O. The catalyst class is: 8. (6) Reactant: [CH3:1][C:2]1[N:7]=[C:6]2[N:8]=[C:9]([C:11]3[CH:16]=[CH:15][CH:14]=[C:13]([N+:17]([O-])=O)[CH:12]=3)[O:10][C:5]2=[CH:4][CH:3]=1.CO.O.[SH-].[Na+]. The catalyst class is: 6. Product: [CH3:1][C:2]1[N:7]=[C:6]2[N:8]=[C:9]([C:11]3[CH:12]=[C:13]([NH2:17])[CH:14]=[CH:15][CH:16]=3)[O:10][C:5]2=[CH:4][CH:3]=1. (7) Reactant: [Cl:1][C:2]1[C:3]([N:10]2[CH:14]=[CH:13][CH:12]=[N:11]2)=[C:4]([F:9])[C:5](F)=[N:6][CH:7]=1.C[N:16]1C(=O)CCC1.N. Product: [Cl:1][C:2]1[C:3]([N:10]2[CH:14]=[CH:13][CH:12]=[N:11]2)=[C:4]([F:9])[C:5]([NH2:16])=[N:6][CH:7]=1. The catalyst class is: 6. (8) Reactant: Cl.[CH3:2][NH:3][CH2:4][CH2:5][NH:6][C:7](=[O:13])[O:8][C:9]([CH3:12])([CH3:11])[CH3:10].Cl[C:15]1[CH:20]=[CH:19][CH:18]=[CH:17][N:16]=1.C(N(CC)CC)C. Product: [CH3:2][N:3]([C:15]1[CH:20]=[CH:19][CH:18]=[CH:17][N:16]=1)[CH2:4][CH2:5][NH:6][C:7](=[O:13])[O:8][C:9]([CH3:10])([CH3:12])[CH3:11]. The catalyst class is: 382. (9) Reactant: [CH3:1][O:2][CH2:3][C:4]1([C:12]([CH:15]([CH3:17])[CH3:16])([CH3:14])[CH3:13])[CH2:9][O:8][C:7]([CH3:11])([CH3:10])[O:6][CH2:5]1.[CH2:18](OCC)C.C[Mg]I. Product: [C:7]([O:8][CH2:9][C:4]([CH2:3][O:2][CH3:1])([C:12]([CH3:14])([CH3:13])[CH:15]([CH3:17])[CH3:16])[CH2:5][OH:6])([CH3:18])([CH3:11])[CH3:10]. The catalyst class is: 11.